This data is from NCI-60 drug combinations with 297,098 pairs across 59 cell lines. The task is: Regression. Given two drug SMILES strings and cell line genomic features, predict the synergy score measuring deviation from expected non-interaction effect. (1) Drug 1: C1=C(C(=O)NC(=O)N1)N(CCCl)CCCl. Drug 2: CC(C1=C(C=CC(=C1Cl)F)Cl)OC2=C(N=CC(=C2)C3=CN(N=C3)C4CCNCC4)N. Cell line: DU-145. Synergy scores: CSS=26.1, Synergy_ZIP=1.97, Synergy_Bliss=2.66, Synergy_Loewe=-1.40, Synergy_HSA=0.576. (2) Drug 1: CC1C(C(CC(O1)OC2CC(CC3=C2C(=C4C(=C3O)C(=O)C5=C(C4=O)C(=CC=C5)OC)O)(C(=O)C)O)N)O.Cl. Drug 2: C1=CC=C(C=C1)NC(=O)CCCCCCC(=O)NO. Cell line: SF-295. Synergy scores: CSS=23.0, Synergy_ZIP=-7.39, Synergy_Bliss=-3.51, Synergy_Loewe=-8.11, Synergy_HSA=-2.56. (3) Drug 1: C1=CN(C(=O)N=C1N)C2C(C(C(O2)CO)O)O.Cl. Drug 2: CC1CCC2CC(C(=CC=CC=CC(CC(C(=O)C(C(C(=CC(C(=O)CC(OC(=O)C3CCCCN3C(=O)C(=O)C1(O2)O)C(C)CC4CCC(C(C4)OC)O)C)C)O)OC)C)C)C)OC. Cell line: SNB-19. Synergy scores: CSS=25.9, Synergy_ZIP=-0.857, Synergy_Bliss=0.656, Synergy_Loewe=0.959, Synergy_HSA=1.04. (4) Drug 1: CS(=O)(=O)C1=CC(=C(C=C1)C(=O)NC2=CC(=C(C=C2)Cl)C3=CC=CC=N3)Cl. Drug 2: CC1=C(C(CCC1)(C)C)C=CC(=CC=CC(=CC(=O)O)C)C. Cell line: NCIH23. Synergy scores: CSS=10.5, Synergy_ZIP=0.346, Synergy_Bliss=6.77, Synergy_Loewe=3.94, Synergy_HSA=4.14. (5) Drug 1: C1CC(=O)NC(=O)C1N2CC3=C(C2=O)C=CC=C3N. Drug 2: CC1OCC2C(O1)C(C(C(O2)OC3C4COC(=O)C4C(C5=CC6=C(C=C35)OCO6)C7=CC(=C(C(=C7)OC)O)OC)O)O. Cell line: M14. Synergy scores: CSS=25.6, Synergy_ZIP=-5.44, Synergy_Bliss=7.80, Synergy_Loewe=7.55, Synergy_HSA=7.19. (6) Drug 1: CC1=C2C(C(=O)C3(C(CC4C(C3C(C(C2(C)C)(CC1OC(=O)C(C(C5=CC=CC=C5)NC(=O)OC(C)(C)C)O)O)OC(=O)C6=CC=CC=C6)(CO4)OC(=O)C)O)C)O. Drug 2: C1=NC(=NC(=O)N1C2C(C(C(O2)CO)O)O)N. Cell line: NCIH23. Synergy scores: CSS=9.11, Synergy_ZIP=-4.27, Synergy_Bliss=-3.04, Synergy_Loewe=1.56, Synergy_HSA=-0.0643. (7) Drug 1: CC1C(C(=O)NC(C(=O)N2CCCC2C(=O)N(CC(=O)N(C(C(=O)O1)C(C)C)C)C)C(C)C)NC(=O)C3=C4C(=C(C=C3)C)OC5=C(C(=O)C(=C(C5=N4)C(=O)NC6C(OC(=O)C(N(C(=O)CN(C(=O)C7CCCN7C(=O)C(NC6=O)C(C)C)C)C)C(C)C)C)N)C. Drug 2: CC(C)CN1C=NC2=C1C3=CC=CC=C3N=C2N. Cell line: IGROV1. Synergy scores: CSS=9.86, Synergy_ZIP=-5.40, Synergy_Bliss=0.0678, Synergy_Loewe=-7.22, Synergy_HSA=0.507. (8) Synergy scores: CSS=37.0, Synergy_ZIP=-2.13, Synergy_Bliss=-3.82, Synergy_Loewe=-33.7, Synergy_HSA=-2.10. Drug 1: CC1=C(C=C(C=C1)NC(=O)C2=CC=C(C=C2)CN3CCN(CC3)C)NC4=NC=CC(=N4)C5=CN=CC=C5. Drug 2: CC1C(C(CC(O1)OC2CC(CC3=C2C(=C4C(=C3O)C(=O)C5=CC=CC=C5C4=O)O)(C(=O)C)O)N)O. Cell line: RPMI-8226. (9) Drug 1: CC1=C(C=C(C=C1)C(=O)NC2=CC(=CC(=C2)C(F)(F)F)N3C=C(N=C3)C)NC4=NC=CC(=N4)C5=CN=CC=C5. Drug 2: C1CCC(C(C1)N)N.C(=O)(C(=O)[O-])[O-].[Pt+4]. Cell line: NCIH23. Synergy scores: CSS=10.1, Synergy_ZIP=1.34, Synergy_Bliss=13.2, Synergy_Loewe=5.38, Synergy_HSA=6.01.